Predict the reaction yield, written as a fraction of the theoretical maximum amount of product (1.0 means a 100% yield; for example, 0.34 means a 34% yield). From a dataset of Reaction yield outcomes from USPTO patents with 853,638 reactions. (1) The reactants are [Br:1][C:2]1[N:7]=[C:6]([C@@:8]([NH:14][C:15](=[O:18])[CH2:16]Cl)([CH2:12][OH:13])[CH:9]([F:11])[F:10])[C:5]([F:19])=[C:4]([Si](CC)(CC)CC)[CH:3]=1.CC(C)([O-])C.[K+]. The catalyst is C(O)(C)(C)C.C(OCC)(=O)C. The product is [Br:1][C:2]1[N:7]=[C:6]([C@@:8]2([CH:9]([F:11])[F:10])[NH:14][C:15](=[O:18])[CH2:16][O:13][CH2:12]2)[C:5]([F:19])=[CH:4][CH:3]=1. The yield is 0.710. (2) The reactants are [C:1](=[O:6])(OC)[O:2][CH3:3].[CH3:7][N:8]1[CH2:12][CH2:11][CH2:10][CH:9]1[C:13]1[CH:18]([Si](C)(C)C)[CH:17]=[CH:16][N:15]([Si](C)(C)C)[CH:14]=1.CCCC[N+](CCCC)(CCCC)CCCC.[F-]. The catalyst is C1COCC1. The product is [CH3:3][O:2][C:1]([N:15]1[CH:16]=[CH:17][CH2:18][C:13]([CH:9]2[CH2:10][CH2:11][CH2:12][N:8]2[CH3:7])=[CH:14]1)=[O:6]. The yield is 0.910. (3) The reactants are B(Cl)(Cl)Cl.C([O:12][N:13]1[C:19](=[O:20])[N:18]2[CH2:21][C@H:14]1[CH2:15][CH2:16][C@H:17]2[C:22]1[S:26][N:25]=[CH:24][N:23]=1)C1C=CC=CC=1.CO. The catalyst is C(Cl)Cl. The product is [OH:12][N:13]1[C:19](=[O:20])[N:18]2[CH2:21][C@H:14]1[CH2:15][CH2:16][C@H:17]2[C:22]1[S:26][N:25]=[CH:24][N:23]=1. The yield is 0.800. (4) The reactants are C([O:4][CH:5]([CH2:19][CH2:20][S:21]([CH3:23])=[O:22])[C:6]([NH:8][CH2:9][CH2:10][CH2:11][CH2:12][CH2:13][CH2:14][CH2:15][CH2:16][CH2:17][CH3:18])=[O:7])(=O)C.[OH-].[Na+]. The catalyst is CO.ClCCl. The product is [CH2:9]([NH:8][C:6](=[O:7])[CH:5]([OH:4])[CH2:19][CH2:20][S:21]([CH3:23])=[O:22])[CH2:10][CH2:11][CH2:12][CH2:13][CH2:14][CH2:15][CH2:16][CH2:17][CH3:18]. The yield is 0.700. (5) The reactants are [CH2:1]1[C:9]2[C:4](=[CH:5][CH:6]=[CH:7][CH:8]=2)[CH2:3][CH:2]1[C@H:10]1[NH:15][C:14](=[O:16])[C@@H:13]([C@@H:17]([CH3:20])[CH2:18][CH3:19])[N:12]([CH:21]([C:32]2[C:33]([CH3:39])=[N:34][C:35]([CH3:38])=[CH:36][CH:37]=2)[C:22](NC2C=CC=CC=2O)=[O:23])[C:11]1=[O:40].C(N1C=CN=C1)(N1C=CN=C1)=[O:42].[Cl:53]CCl. No catalyst specified. The product is [ClH:53].[CH2:3]1[C:4]2[C:9](=[CH:8][CH:7]=[CH:6][CH:5]=2)[CH2:1][CH:2]1[C@H:10]1[NH:15][C:14](=[O:16])[C@@H:13]([C@@H:17]([CH3:20])[CH2:18][CH3:19])[N:12]([CH:21]([C:32]2[C:33]([CH3:39])=[N:34][C:35]([CH3:38])=[CH:36][CH:37]=2)[C:22]([OH:42])=[O:23])[C:11]1=[O:40]. The yield is 0.560. (6) The reactants are [Br:1][C:2]1[CH:18]=[CH:17][C:5]([CH2:6][NH:7][C:8](=[NH:16])[CH:9](OCC)OCC)=[CH:4][CH:3]=1.[OH-].[Na+]. The catalyst is S(=O)(=O)(O)O. The product is [Br:1][C:2]1[CH:18]=[C:17]2[C:5](=[CH:4][CH:3]=1)[CH:6]=[N:7][C:8]([NH2:16])=[CH:9]2. The yield is 0.400. (7) The reactants are C(O[Na:6])(C)(C)C.[Cl:7][C:8]1[CH:9]=[CH:10][C:11]([O:27][CH2:28][C:29]2[CH:34]=[CH:33][C:32]([Cl:35])=[CH:31][C:30]=2[CH2:36][CH3:37])=[C:12]([CH:26]=1)[CH2:13][N:14]1[C:22]2[CH:21]=[CH:20][CH:19]=[C:18]([C:23]([OH:25])=[O:24])[C:17]=2[CH:16]=[CH:15]1. The catalyst is CO. The product is [Cl:7][C:8]1[CH:9]=[CH:10][C:11]([O:27][CH2:28][C:29]2[CH:34]=[CH:33][C:32]([Cl:35])=[CH:31][C:30]=2[CH2:36][CH3:37])=[C:12]([CH:26]=1)[CH2:13][N:14]1[C:22]2[CH:21]=[CH:20][CH:19]=[C:18]([C:23]([O-:25])=[O:24])[C:17]=2[CH:16]=[CH:15]1.[Na+:6]. The yield is 0.740. (8) The product is [N:28]1([CH2:27][CH2:26][CH2:25][O:24][C:17]2[C:18]3[C:23](=[CH:22][CH:21]=[CH:20][CH:19]=3)[C:14]([N:11]3[CH2:10][CH2:9][NH:8][CH2:13][CH2:12]3)=[CH:15][CH:16]=2)[CH2:33][CH2:32][CH2:31][CH2:30][CH2:29]1. The catalyst is ClCCl. The reactants are C(OC([N:8]1[CH2:13][CH2:12][N:11]([C:14]2[C:23]3[C:18](=[CH:19][CH:20]=[CH:21][CH:22]=3)[C:17]([O:24][CH2:25][CH2:26][CH2:27][N:28]3[CH2:33][CH2:32][CH2:31][CH2:30][CH2:29]3)=[CH:16][CH:15]=2)[CH2:10][CH2:9]1)=O)(C)(C)C.FC(F)(F)C(O)=O. The yield is 0.730. (9) The reactants are [N+:1]([C:4]1[CH:5]=[N:6][CH:7]=[CH:8][C:9]=1[N:10]1[CH2:15][CH2:14][NH:13][CH2:12][CH2:11]1)([O-:3])=[O:2].[C:16]([NH:23][CH2:24][C:25](O)=[O:26])([O:18][C:19]([CH3:22])([CH3:21])[CH3:20])=[O:17]. No catalyst specified. The product is [N+:1]([C:4]1[CH:5]=[N:6][CH:7]=[CH:8][C:9]=1[N:10]1[CH2:15][CH2:14][N:13]([C:25](=[O:26])[CH2:24][NH:23][C:16](=[O:17])[O:18][C:19]([CH3:20])([CH3:21])[CH3:22])[CH2:12][CH2:11]1)([O-:3])=[O:2]. The yield is 0.990. (10) The reactants are [F:1][C:2]1[CH:3]=[C:4]([CH:16]2[CH2:18][CH:17]2[C:19]([OH:21])=O)[CH:5]=[C:6]([F:15])[C:7]=1[C:8]([CH3:14])([CH3:13])[C:9]([F:12])([F:11])[F:10].F[P-](F)(F)(F)(F)F.C[N+](C)=C(N(C)C)ON1C2C=CC=CC=2N=N1.C(N(CC)CC)C.Cl.Cl.[NH2:55][CH2:56][C:57]([C:59]1[N:60]([CH2:64][CH3:65])[CH:61]=[CH:62][N:63]=1)=[O:58]. The catalyst is CN(C)C=O. The product is [F:1][C:2]1[CH:3]=[C:4]([CH:16]2[CH2:18][CH:17]2[C:19]([NH:55][CH2:56][C:57]([C:59]2[N:60]([CH2:64][CH3:65])[CH:61]=[CH:62][N:63]=2)=[O:58])=[O:21])[CH:5]=[C:6]([F:15])[C:7]=1[C:8]([CH3:13])([CH3:14])[C:9]([F:11])([F:10])[F:12]. The yield is 0.410.